Dataset: Forward reaction prediction with 1.9M reactions from USPTO patents (1976-2016). Task: Predict the product of the given reaction. (1) The product is: [Cl:31][C:28]1[CH:27]=[CH:26][C:25]([CH2:24][O:23][C:18]2[CH:19]=[CH:20][CH:21]=[CH:22][C:17]=2[C:12]2[N:11]([C:7]3[CH:6]=[C:5]([CH:10]=[CH:9][CH:8]=3)[C:4]([OH:32])=[O:3])[C:15]([CH3:16])=[CH:14][CH:13]=2)=[CH:30][CH:29]=1. Given the reactants C([O:3][C:4](=[O:32])[C:5]1[CH:10]=[CH:9][CH:8]=[C:7]([N:11]2[C:15]([CH3:16])=[CH:14][CH:13]=[C:12]2[C:17]2[CH:22]=[CH:21][CH:20]=[CH:19][C:18]=2[O:23][CH2:24][C:25]2[CH:30]=[CH:29][C:28]([Cl:31])=[CH:27][CH:26]=2)[CH:6]=1)C.[OH-].[Na+], predict the reaction product. (2) Given the reactants [I:1][C:2]1[CH:3]=[C:4]2[N:10]=[C:9]([NH:11]C(=O)OCC)[N:8]([CH:17]([C:19]3[CH:24]=[CH:23][C:22]([O:25][CH2:26][C:27]4[CH:32]=[CH:31][C:30]([C:33]([F:36])([F:35])[F:34])=[CH:29][CH:28]=4)=[C:21]([O:37][CH3:38])[CH:20]=3)[CH3:18])[C:5]2=[N:6][CH:7]=1.[O-]P([O-])([O-])=O.[K+].[K+].[K+], predict the reaction product. The product is: [I:1][C:2]1[CH:3]=[C:4]2[N:10]=[C:9]([NH2:11])[N:8]([CH:17]([C:19]3[CH:24]=[CH:23][C:22]([O:25][CH2:26][C:27]4[CH:32]=[CH:31][C:30]([C:33]([F:35])([F:36])[F:34])=[CH:29][CH:28]=4)=[C:21]([O:37][CH3:38])[CH:20]=3)[CH3:18])[C:5]2=[N:6][CH:7]=1. (3) Given the reactants [CH3:1][C:2]1[CH:6]=[C:5]([C:7]([O:9]CC)=[O:8])[NH:4][N:3]=1.[Li+].[OH-], predict the reaction product. The product is: [CH3:1][C:2]1[CH:6]=[C:5]([C:7]([OH:9])=[O:8])[NH:4][N:3]=1. (4) Given the reactants [CH2:1]([O:3][C:4]([C:6]1[NH:7][C:8]([C:11]#N)=[CH:9][CH:10]=1)=[O:5])[CH3:2].[OH-:13].[Na+], predict the reaction product. The product is: [CH2:1]([O:3][C:4]([C:6]1[NH:7][C:8]([CH:11]=[O:13])=[CH:9][CH:10]=1)=[O:5])[CH3:2].